This data is from Full USPTO retrosynthesis dataset with 1.9M reactions from patents (1976-2016). The task is: Predict the reactants needed to synthesize the given product. (1) Given the product [C:1]([C:5]1[CH:6]=[C:7]([O:11][S:13]([C:16]([F:19])([F:18])[F:17])(=[O:14])=[O:12])[CH:8]=[CH:9][CH:10]=1)([CH3:4])([CH3:2])[CH3:3], predict the reactants needed to synthesize it. The reactants are: [C:1]([C:5]1[CH:6]=[C:7]([OH:11])[CH:8]=[CH:9][CH:10]=1)([CH3:4])([CH3:3])[CH3:2].[O:12](S(C(F)(F)F)(=O)=O)[S:13]([C:16]([F:19])([F:18])[F:17])(=O)=[O:14]. (2) Given the product [N+:1]([C:4]1[CH:5]=[C:6]([C:9]([NH2:14])=[O:11])[NH:7][N:8]=1)([O-:3])=[O:2], predict the reactants needed to synthesize it. The reactants are: [N+:1]([C:4]1[NH:8][N:7]=[C:6]([C:9]([OH:11])=O)[CH:5]=1)([O-:3])=[O:2].C(N1C=CN=C1)([N:14]1C=CN=C1)=O.N. (3) Given the product [C:4]1([C:5]([NH:7][CH:8]2[CH2:13][CH:12]([C:14]3[CH:19]=[CH:18][C:17]([C:20]([F:23])([F:21])[F:22])=[CH:16][CH:15]=3)[CH2:11][N:10]([C:29]([NH:28][C:31]3[CH:36]=[CH:35][N:34]=[CH:33][CH:32]=3)=[O:30])[CH2:9]2)=[O:6])[CH:3]=[CH:27][CH:26]=[CH:25][CH:24]=1, predict the reactants needed to synthesize it. The reactants are: C([C:3]1[CH:27]=[CH:26][CH:25]=[CH:24][C:4]=1[C:5]([NH:7][CH:8]1[CH2:13][CH:12]([C:14]2[CH:19]=[CH:18][C:17]([C:20]([F:23])([F:22])[F:21])=[CH:16][CH:15]=2)[CH2:11][NH:10][CH2:9]1)=[O:6])C.[N:28]([C:31]1[CH:36]=[CH:35][N:34]=[CH:33][CH:32]=1)=[C:29]=[O:30].C(N(CC)CC)C.